From a dataset of Forward reaction prediction with 1.9M reactions from USPTO patents (1976-2016). Predict the product of the given reaction. (1) Given the reactants [CH:1]1([CH2:4][S:5]([C:8]([CH3:13])([CH3:12])[C:9]([OH:11])=O)(=[O:7])=[O:6])[CH2:3][CH2:2]1.S(Cl)(Cl)=O.C(N(CC)C(C)C)(C)C.[CH2:27]([N:29]1[C:33]([C:34]2[CH:39]=[CH:38][C:37]([O:40][CH3:41])=[CH:36][CH:35]=2)=[N:32][C:31]([NH2:42])=[N:30]1)[CH3:28], predict the reaction product. The product is: [CH:1]1([CH2:4][S:5]([C:8]([CH3:13])([CH3:12])[C:9]([NH:42][C:31]2[N:32]=[C:33]([C:34]3[CH:39]=[CH:38][C:37]([O:40][CH3:41])=[CH:36][CH:35]=3)[N:29]([CH2:27][CH3:28])[N:30]=2)=[O:11])(=[O:6])=[O:7])[CH2:2][CH2:3]1. (2) Given the reactants CS[C:3]1[S:4]/[C:5](=[CH:9]\[C:10]2[CH:11]=[C:12]3[C:17](=[CH:18][CH:19]=2)[N:16]=[CH:15][CH:14]=[CH:13]3)/[C:6](=[O:8])[N:7]=1.[OH:20][CH2:21][C@H:22]([NH2:30])[CH2:23][C:24]1[CH:29]=[CH:28][CH:27]=[CH:26][CH:25]=1.CCN(C(C)C)C(C)C, predict the reaction product. The product is: [OH:20][CH2:21][C@H:22]([NH:30][C:3]1[S:4]/[C:5](=[CH:9]\[C:10]2[CH:11]=[C:12]3[C:17](=[CH:18][CH:19]=2)[N:16]=[CH:15][CH:14]=[CH:13]3)/[C:6](=[O:8])[N:7]=1)[CH2:23][C:24]1[CH:25]=[CH:26][CH:27]=[CH:28][CH:29]=1. (3) Given the reactants C([O:4][CH:5]1[CH2:8][CH:7]([C:9](=[O:41])[NH:10][C:11]2[CH:16]=[C:15]([O:17][C:18]3[CH:19]=[N:20][C:21]([NH:24][C:25]([C:27]4[C:28](=[O:40])[N:29]([C:34]5[CH:39]=[CH:38][CH:37]=[CH:36][CH:35]=5)[N:30]([CH3:33])[C:31]=4[CH3:32])=[O:26])=[CH:22][CH:23]=3)[CH:14]=[CH:13][N:12]=2)[CH2:6]1)(=O)C.[OH-].[Na+], predict the reaction product. The product is: [OH:4][CH:5]1[CH2:6][CH:7]([C:9]([NH:10][C:11]2[CH:16]=[C:15]([O:17][C:18]3[CH:23]=[CH:22][C:21]([NH:24][C:25]([C:27]4[C:28](=[O:40])[N:29]([C:34]5[CH:35]=[CH:36][CH:37]=[CH:38][CH:39]=5)[N:30]([CH3:33])[C:31]=4[CH3:32])=[O:26])=[N:20][CH:19]=3)[CH:14]=[CH:13][N:12]=2)=[O:41])[CH2:8]1.